From a dataset of Forward reaction prediction with 1.9M reactions from USPTO patents (1976-2016). Predict the product of the given reaction. (1) Given the reactants Br[C:2]1[C:11]2[C:6](=[CH:7][CH:8]=[CH:9][CH:10]=2)[C:5]([C:12]([NH:14][CH:15]2[CH2:20][CH2:19][N:18]([C:21]([O:23][C:24]([CH3:27])([CH3:26])[CH3:25])=[O:22])[CH2:17][CH2:16]2)=[O:13])=[N:4][CH:3]=1.[CH3:28][N:29](C=O)C, predict the reaction product. The product is: [C:28]([C:2]1[C:11]2[C:6](=[CH:7][CH:8]=[CH:9][CH:10]=2)[C:5]([C:12]([NH:14][CH:15]2[CH2:16][CH2:17][N:18]([C:21]([O:23][C:24]([CH3:27])([CH3:25])[CH3:26])=[O:22])[CH2:19][CH2:20]2)=[O:13])=[N:4][CH:3]=1)#[N:29]. (2) Given the reactants [O:1]=[C:2]1[CH:7]=[C:6]([C:8](OC)=[O:9])[CH:5]=[CH:4][NH:3]1.[H-].C([Al+]CC(C)C)C(C)C.CO.O, predict the reaction product. The product is: [OH:9][CH2:8][C:6]1[CH:5]=[CH:4][NH:3][C:2](=[O:1])[CH:7]=1. (3) Given the reactants Br[C:2]1[C:10]2[C:5](=[C:6]([O:18][C:19]3[CH:24]=[CH:23][C:22]([S:25]([CH3:28])(=[O:27])=[O:26])=[CH:21][CH:20]=3)[CH:7]=[C:8]([C:11]3[C:16]([Cl:17])=[CH:15][CH:14]=[CH:13][N:12]=3)[CH:9]=2)[N:4](COC)[N:3]=1.[NH2:32][C:33]1[CH:37]=[CH:36][O:35][N:34]=1, predict the reaction product. The product is: [Cl:17][C:16]1[C:11]([C:8]2[CH:9]=[C:10]3[C:5](=[C:6]([O:18][C:19]4[CH:24]=[CH:23][C:22]([S:25]([CH3:28])(=[O:26])=[O:27])=[CH:21][CH:20]=4)[CH:7]=2)[NH:4][N:3]=[C:2]3[NH:32][C:33]2[CH:37]=[CH:36][O:35][N:34]=2)=[N:12][CH:13]=[CH:14][CH:15]=1. (4) Given the reactants [NH2:1][C:2]1[N:7]=[CH:6][C:5]([N:8]2[CH2:13][CH2:12][N:11]([C:14]([O:16][C:17]([CH3:20])([CH3:19])[CH3:18])=[O:15])[CH2:10][C@@H:9]2[CH2:21][CH3:22])=[CH:4][CH:3]=1.Br[C:24]1[C:25](=[O:32])[N:26]([CH3:31])[CH:27]=[C:28]([Br:30])[CH:29]=1.CC1(C)C2C(=C(P(C3C=CC=CC=3)C3C=CC=CC=3)C=CC=2)OC2C(P(C3C=CC=CC=3)C3C=CC=CC=3)=CC=CC1=2.C(=O)([O-])[O-].[Cs+].[Cs+], predict the reaction product. The product is: [Br:30][C:28]1[CH:29]=[C:24]([NH:1][C:2]2[N:7]=[CH:6][C:5]([N:8]3[CH2:13][CH2:12][N:11]([C:14]([O:16][C:17]([CH3:18])([CH3:20])[CH3:19])=[O:15])[CH2:10][C@@H:9]3[CH2:21][CH3:22])=[CH:4][CH:3]=2)[C:25](=[O:32])[N:26]([CH3:31])[CH:27]=1. (5) Given the reactants [CH2:1]1[C:4]2([O:9][CH2:8][CH:7]([O:10][C:11]3[CH:16]=[CH:15][N+:14]([O-])=[C:13]([CH3:18])[C:12]=3[CH3:19])[CH2:6][O:5]2)[CH2:3][CH2:2]1.C(OC(=O)C)(=[O:22])C.C(N(CC)CC)C, predict the reaction product. The product is: [CH2:1]1[C:4]2([O:9][CH2:8][CH:7]([O:10][C:11]3[CH:16]=[CH:15][N:14]=[C:13]([CH2:18][OH:22])[C:12]=3[CH3:19])[CH2:6][O:5]2)[CH2:3][CH2:2]1. (6) Given the reactants [CH3:1][C:2]([O:5][C@H:6]([CH3:32])[C@@H:7]([C:28]([O:30][CH3:31])=[O:29])[NH:8][C:9]([C:11]1[CH:16]=[CH:15][C:14]([C:17]2[CH:22]=[CH:21][CH:20]=[CH:19][C:18]=2[O:23][CH3:24])=[CH:13][C:12]=1[N+:25]([O-])=O)=[O:10])([CH3:4])[CH3:3], predict the reaction product. The product is: [NH2:25][C:12]1[CH:13]=[C:14]([C:17]2[CH:22]=[CH:21][CH:20]=[CH:19][C:18]=2[O:23][CH3:24])[CH:15]=[CH:16][C:11]=1[C:9]([NH:8][C@H:7]([C:28]([O:30][CH3:31])=[O:29])[C@@H:6]([CH3:32])[O:5][C:2]([CH3:1])([CH3:3])[CH3:4])=[O:10]. (7) The product is: [C:6]([O:9][CH:10]([O:12][C:24](=[O:26])[CH3:25])[C:11]1[CH:15]=[CH:16][C:17]([S:20](=[O:21])(=[O:22])[NH2:23])=[CH:18][CH:19]=1)(=[O:8])[CH3:7]. Given the reactants S(=O)(=O)(O)O.[C:6]([O:9][C:10](=[O:12])[CH3:11])(=[O:8])[CH3:7].CC1[CH:19]=[CH:18][C:17]([S:20]([NH2:23])(=[O:22])=[O:21])=[CH:16][CH:15]=1.[C:24](O)(=[O:26])[CH3:25], predict the reaction product. (8) Given the reactants CON(C)[C:4]([C:6]1[CH:14]=[CH:13][C:9]2[NH:10][N:11]=[N:12][C:8]=2[CH:7]=1)=[O:5].[CH2:16](OCC)C.C[Mg]Br, predict the reaction product. The product is: [NH:10]1[C:9]2[CH:13]=[CH:14][C:6]([C:4](=[O:5])[CH3:16])=[CH:7][C:8]=2[N:12]=[N:11]1. (9) Given the reactants [CH3:1][O:2][C:3]([C:5]1[S:9][C:8]2[CH:10]=[C:11](Cl)[CH:12]=[CH:13][C:7]=2[C:6]=1[O:15][CH2:16][C:17]([O:19][C:20]([CH3:23])([CH3:22])[CH3:21])=[O:18])=[O:4].[NH2:24][C:25]1[CH:26]=[C:27](B(O)O)[CH:28]=[CH:29][CH:30]=1.[F-].[K+], predict the reaction product. The product is: [CH3:1][O:2][C:3]([C:5]1[S:9][C:8]2[CH:10]=[C:11]([C:29]3[CH:28]=[CH:27][CH:26]=[C:25]([NH2:24])[CH:30]=3)[CH:12]=[CH:13][C:7]=2[C:6]=1[O:15][CH2:16][C:17]([O:19][C:20]([CH3:23])([CH3:22])[CH3:21])=[O:18])=[O:4].